Predict the reactants needed to synthesize the given product. From a dataset of Full USPTO retrosynthesis dataset with 1.9M reactions from patents (1976-2016). (1) Given the product [CH3:18][N:19]([CH3:26])[C@H:20]1[CH2:25][CH2:24][CH2:23][N:22]([C:2]2[CH:11]=[CH:10][C:5]([C:6]([O:8][CH3:9])=[O:7])=[CH:4][C:3]=2[C:12]([F:15])([F:14])[F:13])[CH2:21]1, predict the reactants needed to synthesize it. The reactants are: F[C:2]1[CH:11]=[CH:10][C:5]([C:6]([O:8][CH3:9])=[O:7])=[CH:4][C:3]=1[C:12]([F:15])([F:14])[F:13].Cl.Cl.[CH3:18][N:19]([CH3:26])[C@H:20]1[CH2:25][CH2:24][CH2:23][NH:22][CH2:21]1.C([O-])([O-])=O.[Cs+].[Cs+].O. (2) The reactants are: [Cl:1][C:2]1[CH:3]=[C:4]([C:9]2([C:26]([F:29])([F:28])[F:27])[O:13][N:12]=[C:11]([C:14]3[C:22]4[N:18]([CH:19]=[CH:20][CH:21]=4)[C:17]([C:23](O)=[O:24])=[CH:16][CH:15]=3)[CH2:10]2)[CH:5]=[C:6]([Cl:8])[CH:7]=1.CN(C(ON1N=NC2C=CC=NC1=2)=[N+](C)C)C.F[P-](F)(F)(F)(F)F.CCN(CC)CC.[ClH:61].[NH2:62][CH2:63][C:64]1[CH:65]=[CH:66][C:67]2[C:71]([CH3:73])([CH3:72])[O:70][B:69]([OH:74])[C:68]=2[CH:75]=1. Given the product [OH:74][B:69]1[C:68]2[CH:75]=[C:64]([CH2:63][NH:62][C:23]([C:17]3[N:18]4[C:22]([C:14]([C:11]5[CH2:10][C:9]([C:4]6[CH:3]=[C:2]([Cl:1])[C:7]([Cl:61])=[C:6]([Cl:8])[CH:5]=6)([C:26]([F:28])([F:29])[F:27])[O:13][N:12]=5)=[CH:15][CH:16]=3)=[CH:21][CH:20]=[CH:19]4)=[O:24])[CH:65]=[CH:66][C:67]=2[C:71]([CH3:73])([CH3:72])[O:70]1, predict the reactants needed to synthesize it.